From a dataset of Catalyst prediction with 721,799 reactions and 888 catalyst types from USPTO. Predict which catalyst facilitates the given reaction. (1) The catalyst class is: 86. Product: [Br:1][C:2]1[CH:8]=[C:7]([O:9][CH3:10])[C:6]([Cl:11])=[CH:5][C:3]=1[NH:4][C:13]([NH2:14])=[O:12]. Reactant: [Br:1][C:2]1[CH:8]=[C:7]([O:9][CH3:10])[C:6]([Cl:11])=[CH:5][C:3]=1[NH2:4].[O-:12][C:13]#[N:14].[K+].[OH-].[Na+]. (2) Reactant: [CH3:1][N:2]([CH3:16])[C:3]1[O:4][C:5]2[CH:11]=[C:10]([C:12]([O:14]C)=[O:13])[CH:9]=[CH:8][C:6]=2[N:7]=1.O[Li].O. Product: [CH3:1][N:2]([CH3:16])[C:3]1[O:4][C:5]2[CH:11]=[C:10]([C:12]([OH:14])=[O:13])[CH:9]=[CH:8][C:6]=2[N:7]=1. The catalyst class is: 20. (3) Reactant: [Cl:1][C:2]1[C:3](=[O:29])[N:4]([CH3:28])[C:5](=[O:27])[C:6]=1[N:7]=P(C1C=CC=CC=1)(C1C=CC=CC=1)C1C=CC=CC=1. Product: [NH2:7][C:6]1[C:5](=[O:27])[N:4]([CH3:28])[C:3](=[O:29])[C:2]=1[Cl:1]. The catalyst class is: 20. (4) Reactant: C(OC([N:8]1[C:12]2=[N:13][CH:14]=[C:15]([C:17]3[S:18][CH:19]=[CH:20][CH:21]=3)[CH:16]=[C:11]2[C:10]([C:22](=[O:31])[C:23]2[CH:28]=[CH:27][C:26]([O:29]C)=[CH:25][CH:24]=2)=[CH:9]1)=O)(C)(C)C.C(Cl)Cl.B(Br)(Br)Br. Product: [OH:29][C:26]1[CH:25]=[CH:24][C:23]([C:22]([C:10]2[C:11]3[C:12](=[N:13][CH:14]=[C:15]([C:17]4[S:18][CH:19]=[CH:20][CH:21]=4)[CH:16]=3)[NH:8][CH:9]=2)=[O:31])=[CH:28][CH:27]=1. The catalyst class is: 5. (5) Reactant: C(OC(=O)[NH:7][CH:8]([CH3:29])[C:9](=[O:28])[NH:10][C:11]1[N:12]=[C:13]([C:21]#[C:22][C:23]2[CH:27]=[CH:26][S:25][CH:24]=2)[C:14]2[C:19]([CH:20]=1)=[CH:18][CH:17]=[CH:16][CH:15]=2)(C)(C)C.C(Cl)Cl.C(O)(C(F)(F)F)=O. Product: [NH2:7][CH:8]([CH3:29])[C:9]([NH:10][C:11]1[N:12]=[C:13]([C:21]#[C:22][C:23]2[CH:27]=[CH:26][S:25][CH:24]=2)[C:14]2[C:19]([CH:20]=1)=[CH:18][CH:17]=[CH:16][CH:15]=2)=[O:28]. The catalyst class is: 11. (6) Reactant: [F:1][C:2]1[CH:31]=[CH:30][C:5]([C:6]([NH:8][CH:9]([C:11]2[N:16]=[N:15][C:14]([NH:17][C:18]3[CH:23]=[C:22]([O:24][CH3:25])[C:21]([O:26][CH3:27])=[C:20]([O:28][CH3:29])[CH:19]=3)=[N:13][CH:12]=2)[CH3:10])=O)=[CH:4][CH:3]=1.P(Cl)(Cl)(Cl)=O. Product: [F:1][C:2]1[CH:31]=[CH:30][C:5]([C:6]2[N:16]3[C:11]([CH:12]=[N:13][C:14]([NH:17][C:18]4[CH:23]=[C:22]([O:24][CH3:25])[C:21]([O:26][CH3:27])=[C:20]([O:28][CH3:29])[CH:19]=4)=[N:15]3)=[C:9]([CH3:10])[N:8]=2)=[CH:4][CH:3]=1. The catalyst class is: 26. (7) Reactant: [O:1]1[CH2:6][CH2:5][CH:4]([C:7]([C:9]2[S:13][C:12]([NH2:14])=[N:11][C:10]=2[C:15]2[CH:19]=[CH:18][O:17][CH:16]=2)=[O:8])[CH2:3][CH2:2]1.Cl.[CH3:21][C:22]1[CH:23]=[C:24]([CH:28]=[CH:29][N:30]=1)[C:25](O)=[O:26].CCN=C=NCCCN(C)C.Cl.O.ON1C2C=CC=CC=2N=N1.C(N(CC)CC)C.C(=O)([O-])O.[Na+]. Product: [O:17]1[CH:18]=[CH:19][C:15]([C:10]2[N:11]=[C:12]([NH:14][C:25]([C:24]3[CH:28]=[CH:29][N:30]=[C:22]([CH3:21])[CH:23]=3)=[O:26])[S:13][C:9]=2[C:7]([CH:4]2[CH2:5][CH2:6][O:1][CH2:2][CH2:3]2)=[O:8])=[CH:16]1. The catalyst class is: 3.